Dataset: NCI-60 drug combinations with 297,098 pairs across 59 cell lines. Task: Regression. Given two drug SMILES strings and cell line genomic features, predict the synergy score measuring deviation from expected non-interaction effect. Drug 1: CC1CCC2CC(C(=CC=CC=CC(CC(C(=O)C(C(C(=CC(C(=O)CC(OC(=O)C3CCCCN3C(=O)C(=O)C1(O2)O)C(C)CC4CCC(C(C4)OC)OCCO)C)C)O)OC)C)C)C)OC. Drug 2: C1=NNC2=C1C(=O)NC=N2. Cell line: DU-145. Synergy scores: CSS=6.32, Synergy_ZIP=-4.22, Synergy_Bliss=-2.59, Synergy_Loewe=-23.3, Synergy_HSA=-4.68.